From a dataset of CYP2D6 inhibition data for predicting drug metabolism from PubChem BioAssay. Regression/Classification. Given a drug SMILES string, predict its absorption, distribution, metabolism, or excretion properties. Task type varies by dataset: regression for continuous measurements (e.g., permeability, clearance, half-life) or binary classification for categorical outcomes (e.g., BBB penetration, CYP inhibition). Dataset: cyp2d6_veith. (1) The molecule is Cc1ccc(C(=O)Nc2cc(Cl)ccc2OC(=O)c2ccc(C)cc2)cc1. The result is 0 (non-inhibitor). (2) The drug is C(=N/Nc1nc(Nc2ccccc2)nc(N2CCOCC2)n1)\c1c[nH]c2ccccc12. The result is 0 (non-inhibitor). (3) The molecule is Cc1noc(C)c1C(=O)N1CCC2(CCCN(c3ccccn3)C2)CC1. The result is 0 (non-inhibitor). (4) The molecule is Cn1c(=O)oc2cc(S(=O)(=O)NCCC(=O)N3CC=C(c4ccccc4)CC3)ccc21. The result is 0 (non-inhibitor). (5) The compound is CCC[C@@H]1O[C@@H]2C[C@@H]3[C@H]4CCC5=CC(=O)C=C[C@@]5(C)[C@H]4[C@H](O)C[C@@]3(C)[C@@]2(C(=O)CO)O1. The result is 0 (non-inhibitor).